Dataset: Catalyst prediction with 721,799 reactions and 888 catalyst types from USPTO. Task: Predict which catalyst facilitates the given reaction. (1) Reactant: [CH3:1][S:2]([CH2:5][CH2:6][N:7]1[CH:11]=[CH:10][C:9]([N+:12]([O-])=O)=[N:8]1)(=[O:4])=[O:3]. Product: [CH3:1][S:2]([CH2:5][CH2:6][N:7]1[CH:11]=[CH:10][C:9]([NH2:12])=[N:8]1)(=[O:3])=[O:4]. The catalyst class is: 78. (2) Reactant: [CH3:1][N:2]([CH3:17])[CH:3]1[C:7]2([CH2:9][CH2:8]2)[CH2:6][N:5](CC2C=CC=CC=2)[CH2:4]1.[ClH:18]. Product: [ClH:18].[ClH:18].[CH3:1][N:2]([CH3:17])[CH:3]1[C:7]2([CH2:9][CH2:8]2)[CH2:6][NH:5][CH2:4]1. The catalyst class is: 19. (3) Reactant: [CH:1]1([CH2:4][N:5]2[C:13]3[C:8](=[CH:9][CH:10]=[C:11]([O:14][CH2:15][CH3:16])[CH:12]=3)[CH:7]=[C:6]2[C:17]2[CH:22]=[CH:21][C:20]([N+:23]([O-:25])=[O:24])=[CH:19][CH:18]=2)[CH2:3][CH2:2]1.[Br:26]N1C(=O)CCC1=O. Product: [Br:26][C:7]1[C:8]2[C:13](=[CH:12][C:11]([O:14][CH2:15][CH3:16])=[CH:10][CH:9]=2)[N:5]([CH2:4][CH:1]2[CH2:3][CH2:2]2)[C:6]=1[C:17]1[CH:18]=[CH:19][C:20]([N+:23]([O-:25])=[O:24])=[CH:21][CH:22]=1. The catalyst class is: 18.